Predict the reactants needed to synthesize the given product. From a dataset of Full USPTO retrosynthesis dataset with 1.9M reactions from patents (1976-2016). (1) Given the product [NH2:11][C:3]1[C:2]2[NH:14][C:15]3[CH:16]=[CH:17][C:18]([CH3:21])=[CH:19][C:20]=3[C:7](=[O:9])[C:6]=2[N:5]([CH3:10])[N:4]=1, predict the reactants needed to synthesize it. The reactants are: Br[C:2]1[C:3]([N+:11]([O-])=O)=[N:4][N:5]([CH3:10])[C:6]=1[C:7]([OH:9])=O.[NH2:14][C:15]1[CH:20]=[CH:19][C:18]([CH3:21])=[CH:17][CH:16]=1.[OH-].[Na+].O. (2) Given the product [F:1][C:2]1[CH:3]=[CH:4][C:5]([C:6]([NH:8][C:9]2[C:10]([CH3:33])=[C:11]([C:15]3[C:27]4[C:26]5[C:21](=[CH:22][C:23]([CH2:28][N:36]6[CH2:41][CH2:40][CH2:39][CH2:38][CH2:37]6)=[CH:24][CH:25]=5)[NH:20][C:19]=4[C:18]([C:30]([NH2:32])=[O:31])=[CH:17][CH:16]=3)[CH:12]=[CH:13][CH:14]=2)=[O:7])=[CH:34][CH:35]=1, predict the reactants needed to synthesize it. The reactants are: [F:1][C:2]1[CH:35]=[CH:34][C:5]([C:6]([NH:8][C:9]2[C:10]([CH3:33])=[C:11]([C:15]3[C:27]4[C:26]5[C:21](=[CH:22][C:23]([CH:28]=O)=[CH:24][CH:25]=5)[NH:20][C:19]=4[C:18]([C:30]([NH2:32])=[O:31])=[CH:17][CH:16]=3)[CH:12]=[CH:13][CH:14]=2)=[O:7])=[CH:4][CH:3]=1.[NH:36]1[CH2:41][CH2:40][CH2:39][CH2:38][CH2:37]1.C(O[BH-](OC(=O)C)OC(=O)C)(=O)C.[Na+].